The task is: Predict which catalyst facilitates the given reaction.. This data is from Catalyst prediction with 721,799 reactions and 888 catalyst types from USPTO. Reactant: [Cl:1][C:2]1[N:10](CC=C)[C:9]2[C:8](=[O:14])[N:7]([CH2:15][CH2:16][CH2:17][C:18]3[O:22][N:21]=[C:20]([CH2:23][C:24]4[CH:29]=[CH:28][C:27]([Cl:30])=[CH:26][CH:25]=4)[N:19]=3)[C:6](=[O:31])[N:5]([CH2:32][CH2:33][CH2:34][CH2:35][CH3:36])[C:4]=2[N:3]=1.N1CCOCC1. Product: [Cl:1][C:2]1[NH:10][C:9]2[C:8](=[O:14])[N:7]([CH2:15][CH2:16][CH2:17][C:18]3[O:22][N:21]=[C:20]([CH2:23][C:24]4[CH:29]=[CH:28][C:27]([Cl:30])=[CH:26][CH:25]=4)[N:19]=3)[C:6](=[O:31])[N:5]([CH2:32][CH2:33][CH2:34][CH2:35][CH3:36])[C:4]=2[N:3]=1. The catalyst class is: 128.